From a dataset of Forward reaction prediction with 1.9M reactions from USPTO patents (1976-2016). Predict the product of the given reaction. (1) The product is: [Br:1][C:2]1[C:7](=[O:8])[N:6]([CH3:9])[C:5]([CH3:10])=[C:4]([C:11]([N:18]2[CH2:19][CH2:20][N:15]([CH3:14])[CH2:16][CH2:17]2)=[O:13])[CH:3]=1. Given the reactants [Br:1][C:2]1[C:7](=[O:8])[N:6]([CH3:9])[C:5]([CH3:10])=[C:4]([C:11]([OH:13])=O)[CH:3]=1.[CH3:14][N:15]1[CH2:20][CH2:19][NH:18][CH2:17][CH2:16]1.CCN(CC)CC, predict the reaction product. (2) Given the reactants [O:1]([C:8]1[CH:13]=[CH:12][C:11]([C:14]2[C:22]3[C:17](=[N:18][CH:19]=[N:20][C:21]=3[NH2:23])[N:16]([CH:24]3[CH2:29][CH2:28][NH:27][CH2:26][CH2:25]3)[N:15]=2)=[CH:10][CH:9]=1)[C:2]1[CH:7]=[CH:6][CH:5]=[CH:4][CH:3]=1.C(=O)([O-])[O-].[K+].[K+].Cl[CH2:37][C:38](Cl)=[O:39].[CH2:41]([CH2:43][NH2:44])[OH:42], predict the reaction product. The product is: [NH2:23][C:21]1[N:20]=[CH:19][N:18]=[C:17]2[N:16]([CH:24]3[CH2:29][CH2:28][N:27]([C:38](=[O:39])[CH2:37][NH:44][CH2:43][CH2:41][OH:42])[CH2:26][CH2:25]3)[N:15]=[C:14]([C:11]3[CH:10]=[CH:9][C:8]([O:1][C:2]4[CH:7]=[CH:6][CH:5]=[CH:4][CH:3]=4)=[CH:13][CH:12]=3)[C:22]=12. (3) Given the reactants Br[CH2:2][CH:3]1[CH2:8][CH2:7][O:6][CH2:5][CH2:4]1.C([O-])([O-])=O.[K+].[K+].[Cl:15][C:16]1[CH:42]=[CH:41][CH:40]=[C:39]([F:43])[C:17]=1[CH2:18][N:19]1[C:24]2[CH:25]=[CH:26][CH:27]=[CH:28][C:23]=2[S:22](=[O:30])(=[O:29])[N:21](CC2C=CC=CN=2)[C:20]1=[O:38], predict the reaction product. The product is: [Cl:15][C:16]1[CH:42]=[CH:41][CH:40]=[C:39]([F:43])[C:17]=1[CH2:18][N:19]1[C:24]2[CH:25]=[CH:26][CH:27]=[CH:28][C:23]=2[S:22](=[O:30])(=[O:29])[N:21]([CH2:2][CH:3]2[CH2:8][CH2:7][O:6][CH2:5][CH2:4]2)[C:20]1=[O:38]. (4) The product is: [CH3:1][O:2][C:3](=[O:35])[CH2:4][NH:5][C:6]1[CH:11]=[CH:10][C:9]([CH2:12][N:13]2[CH:17]=[C:16]([C:18]3[CH:23]=[CH:22][C:21]([Cl:24])=[CH:20][C:19]=3[Cl:25])[N:15]=[C:14]2/[CH:26]=[CH:27]/[C:28]2[CH:33]=[CH:32][C:31]([C:38]3[CH:39]=[C:40]([C:43]([F:45])([F:46])[F:44])[CH:41]=[CH:42][C:37]=3[F:36])=[CH:30][CH:29]=2)=[CH:8][CH:7]=1. Given the reactants [CH3:1][O:2][C:3](=[O:35])[CH2:4][NH:5][C:6]1[CH:11]=[CH:10][C:9]([CH2:12][N:13]2[CH:17]=[C:16]([C:18]3[CH:23]=[CH:22][C:21]([Cl:24])=[CH:20][C:19]=3[Cl:25])[N:15]=[C:14]2/[CH:26]=[CH:27]/[C:28]2[CH:33]=[CH:32][C:31](Br)=[CH:30][CH:29]=2)=[CH:8][CH:7]=1.[F:36][C:37]1[CH:42]=[CH:41][C:40]([C:43]([F:46])([F:45])[F:44])=[CH:39][C:38]=1B(O)O, predict the reaction product. (5) Given the reactants [C:1]1([C@@H:7]2[CH2:9][C@H:8]2[NH:10][CH2:11][CH:12]2[CH2:17][CH2:16][N:15]([CH2:18][C:19]([O:21]C(C)(C)C)=[O:20])[CH2:14][CH2:13]2)[CH:6]=[CH:5][CH:4]=[CH:3][CH:2]=1.Cl, predict the reaction product. The product is: [C:1]1([C@@H:7]2[CH2:9][C@H:8]2[NH:10][CH2:11][CH:12]2[CH2:17][CH2:16][N:15]([CH2:18][C:19]([OH:21])=[O:20])[CH2:14][CH2:13]2)[CH:6]=[CH:5][CH:4]=[CH:3][CH:2]=1. (6) Given the reactants [CH2:1]([NH:3][C:4](=[O:40])[NH:5][C:6]1[N:11]=[CH:10][C:9]([C:12]2[S:13][C:14]([C:23]([O:25]C)=O)=[C:15]([C:17]3[N:21]([CH3:22])[N:20]=[CH:19][N:18]=3)[N:16]=2)=[C:8]([C:27]2[S:28][CH:29]=[C:30]([C:32]3[CH:37]=[CH:36][CH:35]=[C:34]([O:38][CH3:39])[N:33]=3)[N:31]=2)[CH:7]=1)[CH3:2].[NH2:41][NH2:42], predict the reaction product. The product is: [CH2:1]([NH:3][C:4]([NH:5][C:6]1[CH:7]=[C:8]([C:27]2[S:28][CH:29]=[C:30]([C:32]3[CH:37]=[CH:36][CH:35]=[C:34]([O:38][CH3:39])[N:33]=3)[N:31]=2)[C:9]([C:12]2[S:13][C:14]([C:23]([NH:41][NH2:42])=[O:25])=[C:15]([C:17]3[N:21]([CH3:22])[N:20]=[CH:19][N:18]=3)[N:16]=2)=[CH:10][N:11]=1)=[O:40])[CH3:2].